This data is from Reaction yield outcomes from USPTO patents with 853,638 reactions. The task is: Predict the reaction yield, written as a fraction of the theoretical maximum amount of product (1.0 means a 100% yield; for example, 0.34 means a 34% yield). (1) The reactants are [C:1]([O:5][C:6]([NH:8][C:9]1[CH:10]=[CH:11][C:12]([C:15]2[N:19]([C:20]3[CH:25]=[N:24][CH:23]=[CH:22][N:21]=3)[N:18]=[C:17]([C:26](O)=[O:27])[CH:16]=2)=[N:13][CH:14]=1)=[O:7])([CH3:4])([CH3:3])[CH3:2].[C:29]([NH2:33])([CH3:32])([CH3:31])[CH3:30]. No catalyst specified. The product is [C:29]([NH:33][C:26]([C:17]1[CH:16]=[C:15]([C:12]2[CH:11]=[CH:10][C:9]([NH:8][C:6]([O:5][C:1]([CH3:3])([CH3:4])[CH3:2])=[O:7])=[CH:14][N:13]=2)[N:19]([C:20]2[CH:25]=[N:24][CH:23]=[CH:22][N:21]=2)[N:18]=1)=[O:27])([CH3:32])([CH3:31])[CH3:30]. The yield is 0.980. (2) The reactants are [C:1]([O:5][C:6]([N:8]1[CH2:13][CH2:12][N:11]([C:14]2C(=O)N(CC(C)C)N=C(C3C=CC(C)=C(F)C=3)[C:19]=2C)[CH2:10][CH2:9]1)=[O:7])([CH3:4])([CH3:3])[CH3:2].[CH:34]1([CH2:37][N:38]2[C:43](=[O:44])[C:42]([CH2:45]CCOS(C)(=O)=O)=[CH:41][C:40]([C:53]3[CH:58]=[CH:57][C:56]([O:59][CH3:60])=[C:55]([F:61])[CH:54]=3)=[N:39]2)[CH2:36][CH2:35]1.N1(C(OC(C)(C)C)=O)CCNCC1. No catalyst specified. The product is [CH:34]1([CH2:37][N:38]2[C:43](=[O:44])[C:42]([CH2:45][CH2:19][CH2:14][N:11]3[CH2:12][CH2:13][N:8]([C:6]([O:5][C:1]([CH3:2])([CH3:4])[CH3:3])=[O:7])[CH2:9][CH2:10]3)=[CH:41][C:40]([C:53]3[CH:58]=[CH:57][C:56]([O:59][CH3:60])=[C:55]([F:61])[CH:54]=3)=[N:39]2)[CH2:36][CH2:35]1. The yield is 0.769. (3) The reactants are [NH2:1][C:2]1[NH:6][N:5]=[C:4]([NH:7][C:8]2[CH:13]=[C:12]([C:14]([F:17])([F:16])[F:15])[C:11]([CH2:18][C:19]#[N:20])=[C:10]([Cl:21])[CH:9]=2)[N:3]=1.[N-:22]=[N+:23]=[N-:24].[Na+].[Cl-].[NH4+]. The catalyst is CN(C)C=O. The product is [NH:22]1[C:19]([CH2:18][C:11]2[C:12]([C:14]([F:15])([F:16])[F:17])=[CH:13][C:8]([NH:7][C:4]3[N:3]=[C:2]([NH2:1])[NH:6][N:5]=3)=[CH:9][C:10]=2[Cl:21])=[N:20][N:24]=[N:23]1. The yield is 0.440.